Task: Predict the product of the given reaction.. Dataset: Forward reaction prediction with 1.9M reactions from USPTO patents (1976-2016) (1) The product is: [ClH:28].[C:1]([C:5]1[C:6]([Cl:28])=[C:7]([C:11]2[NH:15][C:14]3[CH:16]=[CH:17][C:18]([C:20]4[C:21]([F:27])=[CH:22][CH:23]=[CH:24][C:25]=4[F:26])=[CH:19][C:13]=3[N:12]=2)[N:8]([CH3:10])[N:9]=1)([CH3:4])([CH3:2])[CH3:3]. Given the reactants [C:1]([C:5]1[C:6]([Cl:28])=[C:7]([C:11]2[NH:15][C:14]3[CH:16]=[CH:17][C:18]([C:20]4[C:25]([F:26])=[CH:24][CH:23]=[CH:22][C:21]=4[F:27])=[CH:19][C:13]=3[N:12]=2)[N:8]([CH3:10])[N:9]=1)([CH3:4])([CH3:3])[CH3:2].Cl.C(OCC)C, predict the reaction product. (2) Given the reactants [F:1][CH:2]([F:31])[CH2:3][NH:4][C:5]([C:7]1[CH:12]=[CH:11][C:10]([C:13]2[CH:14]=[CH:15][C:16]3[O:22][CH2:21][CH2:20][N:19](C(OC(C)(C)C)=O)[CH2:18][C:17]=3[CH:30]=2)=[CH:9][CH:8]=1)=[O:6].[ClH:32], predict the reaction product. The product is: [ClH:32].[F:31][CH:2]([F:1])[CH2:3][NH:4][C:5](=[O:6])[C:7]1[CH:8]=[CH:9][C:10]([C:13]2[CH:14]=[CH:15][C:16]3[O:22][CH2:21][CH2:20][NH:19][CH2:18][C:17]=3[CH:30]=2)=[CH:11][CH:12]=1. (3) Given the reactants [CH3:1][O:2][CH2:3][CH:4]([N:8]1[C:17]2[C:12](=[CH:13][C:14]([I:18])=[CH:15][CH:16]=2)[C:11](=[O:19])[C:10]([C:20](O)=[O:21])=[CH:9]1)[CH2:5][O:6][CH3:7].[CH3:23][N:24]1[CH2:29][CH2:28][NH:27][CH2:26][CH2:25]1.OC1C2N=NNC=2C=CC=1.CN1CCOCC1.Cl.C(N=C=NCCCN(C)C)C, predict the reaction product. The product is: [CH3:7][O:6][CH2:5][CH:4]([N:8]1[C:17]2[C:12](=[CH:13][C:14]([I:18])=[CH:15][CH:16]=2)[C:11](=[O:19])[C:10]([C:20]([N:27]2[CH2:28][CH2:29][N:24]([CH3:23])[CH2:25][CH2:26]2)=[O:21])=[CH:9]1)[CH2:3][O:2][CH3:1]. (4) Given the reactants [O:1]=O.[CH2:3]([N:5]1[C:11]2[N:12]=[CH:13][C:14]([CH2:16][CH:17]=C)=[CH:15][C:10]=2[C:9](=[O:19])[N:8]([CH3:20])[C:7]2[CH:21]=[CH:22][CH:23]=[N:24][C:6]1=2)[CH3:4].[BH4-].[Na+].[NH4+].[Cl-], predict the reaction product. The product is: [CH2:3]([N:5]1[C:11]2[N:12]=[CH:13][C:14]([CH2:16][CH2:17][OH:1])=[CH:15][C:10]=2[C:9](=[O:19])[N:8]([CH3:20])[C:7]2[CH:21]=[CH:22][CH:23]=[N:24][C:6]1=2)[CH3:4].